The task is: Predict the product of the given reaction.. This data is from Forward reaction prediction with 1.9M reactions from USPTO patents (1976-2016). Given the reactants [NH2:1][C:2]1[C:11]2[N:12]=[C:13]([CH2:31][O:32][CH2:33][CH3:34])[N:14]([CH2:15][C:16]3[CH:30]=[CH:29][C:19]([CH2:20][NH:21]C(=O)OC(C)(C)C)=[CH:18][CH:17]=3)[C:10]=2[C:9]2[CH:8]=[CH:7][C:6]([C:35]3[CH:36]=[N:37][CH:38]=[CH:39][CH:40]=3)=[CH:5][C:4]=2[N:3]=1, predict the reaction product. The product is: [NH2:21][CH2:20][C:19]1[CH:29]=[CH:30][C:16]([CH2:15][N:14]2[C:10]3[C:9]4[CH:8]=[CH:7][C:6]([C:35]5[CH:36]=[N:37][CH:38]=[CH:39][CH:40]=5)=[CH:5][C:4]=4[N:3]=[C:2]([NH2:1])[C:11]=3[N:12]=[C:13]2[CH2:31][O:32][CH2:33][CH3:34])=[CH:17][CH:18]=1.